Dataset: Full USPTO retrosynthesis dataset with 1.9M reactions from patents (1976-2016). Task: Predict the reactants needed to synthesize the given product. (1) Given the product [CH3:17][O:13][CH2:14][CH:15]1[CH2:16][CH2:14][CH:15]2[CH:17]([CH2:16]2)[O:13]1, predict the reactants needed to synthesize it. The reactants are: C[Si]([N-][Si](C)(C)C)(C)C.[K+].CI.[O:13]1[CH2:17][CH2:16][CH2:15][CH2:14]1. (2) Given the product [C:6]([O:10][C:11](=[O:23])[NH:12][C@@H:13]([C:15]1[C:20]([F:21])=[CH:19][C:18]([C:52]2[CH:57]=[C:56]([Cl:58])[CH:55]=[C:54]([F:59])[C:53]=2[C:60]2[N:61]=[N:62][N:63]([CH3:65])[N:64]=2)=[CH:17][N:16]=1)[CH3:14])([CH3:9])([CH3:8])[CH3:7], predict the reactants needed to synthesize it. The reactants are: C([O-])(=O)C.[K+].[C:6]([O:10][C:11](=[O:23])[NH:12][C@@H:13]([C:15]1[C:20]([F:21])=[CH:19][C:18](Br)=[CH:17][N:16]=1)[CH3:14])([CH3:9])([CH3:8])[CH3:7].CC1(C)C(C)(C)OB(B2OC(C)(C)C(C)(C)O2)O1.C(Cl)Cl.C(=O)([O-])[O-].[K+].[K+].Br[C:52]1[CH:57]=[C:56]([Cl:58])[CH:55]=[C:54]([F:59])[C:53]=1[C:60]1[N:61]=[N:62][N:63]([CH3:65])[N:64]=1. (3) Given the product [CH3:26][C:22]1[CH:21]=[C:20]([C:17]2[CH:18]=[CH:19][C:14]([CH:11]3[CH2:12][CH2:13][NH:8][CH2:9][CH2:10]3)=[N:15][CH:16]=2)[CH:25]=[CH:24][N:23]=1, predict the reactants needed to synthesize it. The reactants are: C(OC([N:8]1[CH2:13][CH2:12][CH:11]([C:14]2[CH:19]=[CH:18][C:17]([C:20]3[CH:25]=[CH:24][N:23]=[C:22]([CH3:26])[CH:21]=3)=[CH:16][N:15]=2)[CH2:10][CH2:9]1)=O)(C)(C)C.C(O)(C(F)(F)F)=O.O.[OH-].[Na+]. (4) Given the product [CH:29]1([CH2:35][CH2:36][C:21]2[C:20]3[CH:19]=[CH:18][C:17]([F:22])=[CH:16][C:15]=3[N:14]=[C:13]3[C:23]4[N:10]([CH2:11][C:12]=23)[C:9](=[O:26])[C:8]2[CH2:7][O:6][C:5](=[O:27])[CH2:4][C@@:3]([CH2:1][CH3:2])([OH:28])[C:25]=2[CH:24]=4)[CH2:34][CH2:33][CH2:32][CH2:31][CH2:30]1, predict the reactants needed to synthesize it. The reactants are: [CH2:1]([C@:3]1([OH:28])[C:25]2[CH:24]=[C:23]3[N:10]([CH2:11][C:12]4[C:13]3=[N:14][C:15]3[CH:16]=[C:17]([F:22])[CH:18]=[CH:19][C:20]=3[CH:21]=4)[C:9](=[O:26])[C:8]=2[CH2:7][O:6][C:5](=[O:27])[CH2:4]1)[CH3:2].[CH:29]1([CH2:35][CH2:36]C=O)[CH2:34][CH2:33][CH2:32][CH2:31][CH2:30]1. (5) Given the product [NH2:33][CH2:28][C@H:26]([OH:27])[CH2:25][O:24][C:20]1[C:21]([CH3:23])=[CH:22][C:17]([C:15]2[O:14][N:13]=[C:12]([C:10]3[CH:9]=[C:8]([O:31][CH3:32])[N:7]=[C:6]([CH:1]4[CH2:2][CH2:3][CH2:4][CH2:5]4)[CH:11]=3)[N:16]=2)=[CH:18][C:19]=1[CH2:29][CH3:30], predict the reactants needed to synthesize it. The reactants are: [CH:1]1([C:6]2[CH:11]=[C:10]([C:12]3[N:16]=[C:15]([C:17]4[CH:22]=[C:21]([CH3:23])[C:20]([O:24][CH2:25][C@@H:26]5[CH2:28][O:27]5)=[C:19]([CH2:29][CH3:30])[CH:18]=4)[O:14][N:13]=3)[CH:9]=[C:8]([O:31][CH3:32])[N:7]=2)[CH2:5][CH2:4][CH2:3][CH2:2]1.[NH3:33]. (6) Given the product [Cl:1][C:2]1[N:3]=[C:4]([C:18]2[CH:23]=[CH:22][N:21]=[C:20]([C:24]#[N:25])[CH:19]=2)[N:5]=[C:6]([NH:45][S:44](=[O:46])(=[O:47])[NH:43][CH2:36][C:37]2[CH:42]=[CH:41][CH:40]=[CH:39][CH:38]=2)[C:7]=1[O:8][C:9]1[CH:14]=[CH:13][CH:12]=[CH:11][C:10]=1[O:15][CH3:16], predict the reactants needed to synthesize it. The reactants are: [Cl:1][C:2]1[C:7]([O:8][C:9]2[CH:14]=[CH:13][CH:12]=[CH:11][C:10]=2[O:15][CH3:16])=[C:6](Cl)[N:5]=[C:4]([C:18]2[CH:23]=[CH:22][N:21]=[C:20]([C:24]#[N:25])[CH:19]=2)[N:3]=1.C(N(C(C)C)C(C)C)C.[K].[CH2:36]([NH:43][S:44](=[O:47])(=[O:46])[NH2:45])[C:37]1[CH:42]=[CH:41][CH:40]=[CH:39][CH:38]=1.C(O)(=O)CC(CC(O)=O)(C(O)=O)O.